From a dataset of Full USPTO retrosynthesis dataset with 1.9M reactions from patents (1976-2016). Predict the reactants needed to synthesize the given product. (1) Given the product [CH:1]1[C:13]2[N:12]([C@@H:14]([CH2:25][C:26]([O:28][CH2:29][CH2:30][O:31][C:47](=[O:48])[C:46]3[CH:45]=[CH:44][C:43]([NH:42][C:40]([O:39][CH2:32][C:33]4[CH:38]=[CH:37][CH:36]=[CH:35][CH:34]=4)=[O:41])=[CH:51][CH:50]=3)=[O:27])[C:15]([O:17][CH2:18][C:19]3[CH:24]=[CH:23][CH:22]=[CH:21][CH:20]=3)=[O:16])[C:11]3[C:6](=[CH:7][CH:8]=[CH:9][CH:10]=3)[C:5]=2[CH:4]=[CH:3][CH:2]=1, predict the reactants needed to synthesize it. The reactants are: [CH:1]1[C:13]2[N:12]([C@@H:14]([CH2:25][C:26]([O:28][CH2:29][CH2:30][OH:31])=[O:27])[C:15]([O:17][CH2:18][C:19]3[CH:24]=[CH:23][CH:22]=[CH:21][CH:20]=3)=[O:16])[C:11]3[C:6](=[CH:7][CH:8]=[CH:9][CH:10]=3)[C:5]=2[CH:4]=[CH:3][CH:2]=1.[CH2:32]([O:39][C:40]([NH:42][C:43]1[CH:51]=[CH:50][C:46]([C:47](O)=[O:48])=[CH:45][CH:44]=1)=[O:41])[C:33]1[CH:38]=[CH:37][CH:36]=[CH:35][CH:34]=1. (2) Given the product [CH2:21]([O:12][C:9]1[C:8]2[CH:13]=[C:4]([N+:1]([O-:3])=[O:2])[C:5]([O:14][CH2:15][CH:28]=[CH2:30])=[CH:6][C:7]=2[O:11][N:10]=1)[CH:22]=[CH2:23], predict the reactants needed to synthesize it. The reactants are: [N+:1]([C:4]1[C:5]([OH:14])=[CH:6][C:7]2[O:11][N:10]=[C:9]([OH:12])[C:8]=2[CH:13]=1)([O-:3])=[O:2].[C:15](=O)([O-])[O-].[K+].[K+].[CH2:21](Br)[CH:22]=[CH2:23].CCO[C:28]([CH3:30])=O. (3) Given the product [Si:52]([O:59][CH2:60][C@@H:61]1[CH2:65][C@@H:64]([OH:66])[CH2:63][N:62]1[C:23]([C:22]1[CH:26]=[C:18]([O:17][CH3:16])[C:19]([O:30][Si:31]([CH:32]([CH3:34])[CH3:33])([CH:38]([CH3:40])[CH3:39])[CH:35]([CH3:36])[CH3:37])=[CH:20][C:21]=1[N+:27]([O-:29])=[O:28])=[O:24])([C:55]([CH3:58])([CH3:57])[CH3:56])([CH3:54])[CH3:53], predict the reactants needed to synthesize it. The reactants are: C1CCC(N=C=NC2CCCCC2)CC1.[CH3:16][O:17][C:18]1[C:19]([O:30][Si:31]([CH:38]([CH3:40])[CH3:39])([CH:35]([CH3:37])[CH3:36])[CH:32]([CH3:34])[CH3:33])=[CH:20][C:21]([N+:27]([O-:29])=[O:28])=[C:22]([CH:26]=1)[C:23](O)=[O:24].O.OC1C2N=NNC=2C=CC=1.[Si:52]([O:59][CH2:60][C@@H:61]1[CH2:65][C@@H:64]([OH:66])[CH2:63][NH:62]1)([C:55]([CH3:58])([CH3:57])[CH3:56])([CH3:54])[CH3:53].C(N(CC)CC)C. (4) Given the product [CH2:1]([N:8]1[CH:13]=[CH:12][CH:11]=[C:10]([OH:14])[C:9]1=[O:16])[C:2]1[CH:3]=[CH:4][CH:5]=[CH:6][CH:7]=1, predict the reactants needed to synthesize it. The reactants are: [CH2:1]([N:8]1[CH:13]=[CH:12][CH:11]=[C:10]([O:14]C)[C:9]1=[O:16])[C:2]1[CH:7]=[CH:6][CH:5]=[CH:4][CH:3]=1.B(Br)(Br)Br. (5) Given the product [CH3:3][CH:2]([N:4]1[CH2:5][CH2:6][N:7]([CH2:10][CH2:11][C:12]([N:14]2[CH2:23][CH2:22][C:21]3[C:16](=[CH:17][C:18]([NH2:26])=[C:19]([O:24][CH3:25])[CH:20]=3)[CH2:15]2)=[O:13])[CH2:8][CH2:9]1)[CH3:1], predict the reactants needed to synthesize it. The reactants are: [CH3:1][CH:2]([N:4]1[CH2:9][CH2:8][N:7]([CH2:10][CH2:11][C:12]([N:14]2[CH2:23][CH2:22][C:21]3[C:16](=[CH:17][C:18]([N+:26]([O-])=O)=[C:19]([O:24][CH3:25])[CH:20]=3)[CH2:15]2)=[O:13])[CH2:6][CH2:5]1)[CH3:3].[H][H]. (6) Given the product [Cl:22][C:17]1[CH:16]=[C:15]([C:13]2[N:14]=[C:10]([C:8]3[CH:7]=[CH:6][C:5]([C:28]4[C:27]([CH3:35])=[N:26][CH:31]=[CH:30][CH:29]=4)=[C:4]([CH:9]=3)[C:3]([OH:2])=[O:24])[S:11][CH:12]=2)[CH:20]=[CH:19][C:18]=1[Cl:21], predict the reactants needed to synthesize it. The reactants are: C[O:2][C:3](=[O:24])[C:4]1[CH:9]=[C:8]([C:10]2[S:11][CH:12]=[C:13]([C:15]3[CH:20]=[CH:19][C:18]([Cl:21])=[C:17]([Cl:22])[CH:16]=3)[N:14]=2)[CH:7]=[CH:6][C:5]=1Br.Cl.[N:26]1[CH:31]=[CH:30][CH:29]=[C:28](B(O)O)[C:27]=1[CH3:35]. (7) Given the product [Cl:1][C:2]1[C:3]([C:15]2[C:23]3[C:18](=[CH:19][CH:20]=[CH:21][CH:22]=3)[N:17]([S:24]([C:27]3[CH:32]=[CH:31][CH:30]=[CH:29][CH:28]=3)(=[O:26])=[O:25])[CH:16]=2)=[N:4][C:5]([NH:8][CH2:9][C:10]([CH3:14])([CH3:13])[CH2:11][NH:12][C:45]([C:44]2[CH:43]=[CH:42][C:41]([NH:40][C:38](=[O:39])[O:37][C:33]([CH3:35])([CH3:34])[CH3:36])=[CH:49][CH:48]=2)=[O:46])=[N:6][CH:7]=1, predict the reactants needed to synthesize it. The reactants are: [Cl:1][C:2]1[C:3]([C:15]2[C:23]3[C:18](=[CH:19][CH:20]=[CH:21][CH:22]=3)[N:17]([S:24]([C:27]3[CH:32]=[CH:31][CH:30]=[CH:29][CH:28]=3)(=[O:26])=[O:25])[CH:16]=2)=[N:4][C:5]([NH:8][CH2:9][C:10]([CH3:14])([CH3:13])[CH2:11][NH2:12])=[N:6][CH:7]=1.[C:33]([O:37][C:38]([NH:40][C:41]1[CH:49]=[CH:48][C:44]([C:45](O)=[O:46])=[CH:43][CH:42]=1)=[O:39])([CH3:36])([CH3:35])[CH3:34].CCN(CC)CC.CN(C(ON1N=NC2C=CC=CC1=2)=[N+](C)C)C.F[P-](F)(F)(F)(F)F. (8) The reactants are: [N:1]1[CH:6]=[CH:5][C:4]([C:7]2[CH:15]=[CH:14][C:10]([C:11]([OH:13])=[O:12])=[CH:9][CH:8]=2)=[CH:3][CH:2]=1.OS(O)(=O)=O.[OH-].[Na+].[CH3:23]O. Given the product [N:1]1[CH:6]=[CH:5][C:4]([C:7]2[CH:15]=[CH:14][C:10]([C:11]([O:13][CH3:23])=[O:12])=[CH:9][CH:8]=2)=[CH:3][CH:2]=1, predict the reactants needed to synthesize it. (9) The reactants are: [S:1]([N:11]1[C:15]2=[N:16][CH:17]=[CH:18][CH:19]=[C:14]2[C:13](=[O:20])[CH2:12]1)([C:4]1[CH:10]=[CH:9][C:7]([CH3:8])=[CH:6][CH:5]=1)(=[O:3])=[O:2].[CH2:21](O)[CH3:22]. Given the product [CH2:21]([O:20][C:13]1[C:14]2[C:15](=[N:16][CH:17]=[CH:18][CH:19]=2)[N:11]([S:1]([C:4]2[CH:10]=[CH:9][C:7]([CH3:8])=[CH:6][CH:5]=2)(=[O:3])=[O:2])[CH:12]=1)[CH3:22], predict the reactants needed to synthesize it. (10) Given the product [CH:36]1([C:34]([NH:33][C:31]2[N:32]=[C:27]3[CH:26]=[CH:25][C:24]([O:23][C:22]4[CH:39]=[CH:40][C:19]([NH:18][C:8]([C:6]5[C:5](=[O:11])[N:4]([C:12]6[CH:17]=[CH:16][CH:15]=[CH:14][CH:13]=6)[N:3]([CH2:1][CH3:2])[CH:7]=5)=[O:10])=[CH:20][C:21]=4[F:41])=[CH:29][N:28]3[CH:30]=2)=[O:35])[CH2:37][CH2:38]1, predict the reactants needed to synthesize it. The reactants are: [CH2:1]([N:3]1[CH:7]=[C:6]([C:8]([OH:10])=O)[C:5](=[O:11])[N:4]1[C:12]1[CH:17]=[CH:16][CH:15]=[CH:14][CH:13]=1)[CH3:2].[NH2:18][C:19]1[CH:40]=[CH:39][C:22]([O:23][C:24]2[CH:25]=[CH:26][C:27]3[N:28]([CH:30]=[C:31]([NH:33][C:34]([CH:36]4[CH2:38][CH2:37]4)=[O:35])[N:32]=3)[CH:29]=2)=[C:21]([F:41])[CH:20]=1.CN(C(ON1N=NC2C=CC=NC1=2)=[N+](C)C)C.F[P-](F)(F)(F)(F)F.C(N(C(C)C)CC)(C)C.